From a dataset of Full USPTO retrosynthesis dataset with 1.9M reactions from patents (1976-2016). Predict the reactants needed to synthesize the given product. (1) Given the product [NH2:22][C:23]1[C:28]([NH:29][C:12](=[O:14])[C:11]2[CH:15]=[C:16]([O:18][CH:19]([CH3:21])[CH3:20])[CH:17]=[C:9]([O:8][CH2:1][C:2]3[CH:3]=[CH:4][CH:5]=[CH:6][CH:7]=3)[CH:10]=2)=[CH:27][CH:26]=[CH:25][N:24]=1, predict the reactants needed to synthesize it. The reactants are: [CH2:1]([O:8][C:9]1[CH:10]=[C:11]([CH:15]=[C:16]([O:18][CH:19]([CH3:21])[CH3:20])[CH:17]=1)[C:12]([OH:14])=O)[C:2]1[CH:7]=[CH:6][CH:5]=[CH:4][CH:3]=1.[NH2:22][C:23]1[C:28]([NH2:29])=[CH:27][CH:26]=[CH:25][N:24]=1. (2) Given the product [ClH:41].[CH2:21]1[C:14]2[C:15]3[CH:16]=[CH:17][CH:18]=[CH:19][C:20]=3[N:12]([CH2:11][CH2:10][NH:9][C:1](=[O:8])[C:2]3[CH:3]=[CH:4][CH:5]=[CH:6][CH:7]=3)[C:13]=2[CH2:25][CH2:24][NH:23][CH2:22]1, predict the reactants needed to synthesize it. The reactants are: [C:1]([NH:9][CH2:10][CH2:11][N:12]1[C:20]2[CH:19]=[CH:18][CH:17]=[CH:16][C:15]=2[C:14]2[CH2:21][CH2:22][N:23](C(OC(C)(C)C)=O)[CH2:24][CH2:25][C:13]1=2)(=[O:8])[C:2]1[CH:7]=[CH:6][CH:5]=[CH:4][CH:3]=1.C(C(O)=O)(F)(F)F.C(Cl)[Cl:41]. (3) Given the product [F:23][C:13]1[CH:12]=[C:11]([C:5]2[NH:6][C:7]3[C:3]([N:4]=2)=[C:2]([C:42]2[CH:43]=[CH:44][C:37]([O:36][CH:33]4[CH2:34][CH2:35][O:30][CH2:31][CH2:32]4)=[C:38]([CH:41]=2)[C:39]#[N:40])[N:10]=[CH:9][N:8]=3)[CH:16]=[CH:15][C:14]=1[N:17]1[CH2:22][CH2:21][O:20][CH2:19][CH2:18]1, predict the reactants needed to synthesize it. The reactants are: Cl[C:2]1[N:10]=[CH:9][N:8]=[C:7]2[C:3]=1[N:4]=[C:5]([C:11]1[CH:16]=[CH:15][C:14]([N:17]3[CH2:22][CH2:21][O:20][CH2:19][CH2:18]3)=[C:13]([F:23])[CH:12]=1)[NH:6]2.C([O-])([O-])=O.[K+].[K+].[O:30]1[CH2:35][CH2:34][CH:33]([O:36][C:37]2[CH:44]=[CH:43][C:42](B3OC(C)(C)C(C)(C)O3)=[CH:41][C:38]=2[C:39]#[N:40])[CH2:32][CH2:31]1. (4) Given the product [CH:1]1([CH2:4][CH2:5][NH:6][S:7]([C:10]2[CH:11]=[N:12][C:13]([N:30]3[CH2:31][CH2:32][N:27]([C:25](=[O:26])[C:23]4[CH:24]=[C:19]([F:18])[CH:20]=[CH:21][C:22]=4[C:33]([F:36])([F:35])[F:34])[CH2:28][CH2:29]3)=[C:14]([Br:16])[CH:15]=2)(=[O:9])=[O:8])[CH2:3][CH2:2]1, predict the reactants needed to synthesize it. The reactants are: [CH:1]1([CH2:4][CH2:5][NH:6][S:7]([C:10]2[CH:11]=[N:12][C:13](Cl)=[C:14]([Br:16])[CH:15]=2)(=[O:9])=[O:8])[CH2:3][CH2:2]1.[F:18][C:19]1[CH:20]=[CH:21][C:22]([C:33]([F:36])([F:35])[F:34])=[C:23]([C:25]([N:27]2[CH2:32][CH2:31][NH:30][CH2:29][CH2:28]2)=[O:26])[CH:24]=1.C(=O)([O-])[O-].[K+].[K+]. (5) Given the product [CH2:1]([N:8]1[CH2:17][CH2:16][C:15]2[C:14]([Cl:21])=[N:13][CH:12]=[N:11][C:10]=2[CH2:9]1)[C:2]1[CH:7]=[CH:6][CH:5]=[CH:4][CH:3]=1, predict the reactants needed to synthesize it. The reactants are: [CH2:1]([N:8]1[CH2:17][CH2:16][C:15]2[C:14](O)=[N:13][CH:12]=[N:11][C:10]=2[CH2:9]1)[C:2]1[CH:7]=[CH:6][CH:5]=[CH:4][CH:3]=1.O=P(Cl)(Cl)[Cl:21]. (6) Given the product [F:11][C:10]([F:13])([F:12])[O:9][C:6]1[CH:7]=[CH:8][C:3]([CH2:2][C:14]#[N:15])=[CH:4][CH:5]=1, predict the reactants needed to synthesize it. The reactants are: Br[CH2:2][C:3]1[CH:8]=[CH:7][C:6]([O:9][C:10]([F:13])([F:12])[F:11])=[CH:5][CH:4]=1.[C-:14]#[N:15].[Na+].